Dataset: Peptide-MHC class I binding affinity with 185,985 pairs from IEDB/IMGT. Task: Regression. Given a peptide amino acid sequence and an MHC pseudo amino acid sequence, predict their binding affinity value. This is MHC class I binding data. (1) The peptide sequence is LLVPFVQWFV. The MHC is Patr-A0401 with pseudo-sequence Patr-A0401. The binding affinity (normalized) is 0.397. (2) The peptide sequence is DKPIAARFV. The MHC is Mamu-A01 with pseudo-sequence Mamu-A01. The binding affinity (normalized) is 0. (3) The peptide sequence is LDQAETAGA. The MHC is Mamu-A11 with pseudo-sequence Mamu-A11. The binding affinity (normalized) is 0. (4) The peptide sequence is FRNQVKIRR. The MHC is HLA-B18:01 with pseudo-sequence HLA-B18:01. The binding affinity (normalized) is 0.0847.